This data is from Forward reaction prediction with 1.9M reactions from USPTO patents (1976-2016). The task is: Predict the product of the given reaction. (1) Given the reactants [C:1]1([CH2:11]O)[C:10]2[C:5](=[CH:6][CH:7]=[CH:8][CH:9]=2)[CH:4]=[CH:3][CH:2]=1.[C:13]([CH2:21][C:22](=[O:29])[C:23]1[CH:28]=[CH:27][CH:26]=[CH:25][CH:24]=1)(=[O:20])[C:14]1[CH:19]=[CH:18][CH:17]=[CH:16][CH:15]=1, predict the reaction product. The product is: [C:1]1([CH2:11][CH:21]([C:22]([C:23]2[CH:28]=[CH:27][CH:26]=[CH:25][CH:24]=2)=[O:29])[C:13]([C:14]2[CH:19]=[CH:18][CH:17]=[CH:16][CH:15]=2)=[O:20])[C:10]2[C:5](=[CH:6][CH:7]=[CH:8][CH:9]=2)[CH:4]=[CH:3][CH:2]=1. (2) Given the reactants [F:1][C:2]1[C:9]([OH:10])=[CH:8][CH:7]=[C:6]([I:11])[C:3]=1[C:4]#[N:5].[N:12]1([CH2:18][CH2:19]O)[CH2:17][CH2:16][O:15][CH2:14][CH2:13]1.C1(P(C2C=CC=CC=2)C2C=CC=CC=2)C=CC=CC=1.CCOC(/N=N/C(OCC)=O)=O, predict the reaction product. The product is: [F:1][C:2]1[C:9]([O:10][CH2:19][CH2:18][N:12]2[CH2:17][CH2:16][O:15][CH2:14][CH2:13]2)=[CH:8][CH:7]=[C:6]([I:11])[C:3]=1[C:4]#[N:5]. (3) Given the reactants F[C:2]1[CH:7]=[C:6]([C:8]2[CH:9]=[C:10]3[C:16](I)=[CH:15][N:14]([S:18]([C:21]4[CH:27]=[CH:26][C:24]([CH3:25])=[CH:23][CH:22]=4)(=[O:20])=[O:19])[C:11]3=[N:12][CH:13]=2)[CH:5]=[CH:4][C:3]=1[CH:28]1[CH2:33][CH2:32][N:31]([C:34]([O:36][C:37]([CH3:40])([CH3:39])[CH3:38])=[O:35])[CH2:30][CH2:29]1.[CH2:41]([N:49]1[CH:53]=[C:52](B2OC(C)(C)C(C)(C)O2)[CH:51]=[N:50]1)[CH2:42][C:43]1[CH:48]=[CH:47][CH:46]=[CH:45][CH:44]=1.C(=O)([O-])[O-].[Na+].[Na+], predict the reaction product. The product is: [CH2:41]([N:49]1[CH:53]=[C:52]([C:16]2[C:10]3[C:11](=[N:12][CH:13]=[C:8]([C:6]4[CH:5]=[CH:4][C:3]([CH:28]5[CH2:29][CH2:30][N:31]([C:34]([O:36][C:37]([CH3:39])([CH3:40])[CH3:38])=[O:35])[CH2:32][CH2:33]5)=[CH:2][CH:7]=4)[CH:9]=3)[N:14]([S:18]([C:21]3[CH:22]=[CH:23][C:24]([CH3:25])=[CH:26][CH:27]=3)(=[O:19])=[O:20])[CH:15]=2)[CH:51]=[N:50]1)[CH2:42][C:43]1[CH:48]=[CH:47][CH:46]=[CH:45][CH:44]=1. (4) Given the reactants [CH3:1][C:2]1[C:3](=[O:15])[NH:4][C:5]2[C:10]([C:11]=1[C:12]([OH:14])=O)=[CH:9][CH:8]=[CH:7][CH:6]=2.[C:16]1([NH:22][NH2:23])[CH:21]=[CH:20][CH:19]=[CH:18][CH:17]=1.C1C=CC2N(O)N=NC=2C=1.Cl.CN(C)CCCN=C=NCC, predict the reaction product. The product is: [CH3:1][C:2]1[C:3](=[O:15])[NH:4][C:5]2[C:10]([C:11]=1[C:12]([NH:23][NH:22][C:16]1[CH:21]=[CH:20][CH:19]=[CH:18][CH:17]=1)=[O:14])=[CH:9][CH:8]=[CH:7][CH:6]=2. (5) Given the reactants Cl[C:2]([C:4]1[CH:5]=[C:6]2[C:11](=[CH:12][CH:13]=1)[C:9](=[O:10])[O:8][CH2:7]2)=[O:3].O1CCOCC1, predict the reaction product. The product is: [CH:2]([C:4]1[CH:5]=[C:6]2[C:11](=[CH:12][CH:13]=1)[C:9](=[O:10])[O:8][CH2:7]2)=[O:3]. (6) Given the reactants FC(F)(F)S(O[C:7]1[CH:12]=[CH:11][C:10]([C:13]2[CH2:17][C:16]([C:22]3[CH:27]=[C:26]([Cl:28])[CH:25]=[C:24]([Cl:29])[CH:23]=3)([C:18]([F:21])([F:20])[F:19])[O:15][N:14]=2)=[CH:9][C:8]=1[O:30][CH3:31])(=O)=O.[C:34]([O-:37])(=[O:36])C.[Na+].[C]=O.[CH2:41](O)[CH3:42], predict the reaction product. The product is: [CH2:41]([O:37][C:34](=[O:36])[C:7]1[CH:12]=[CH:11][C:10]([C:13]2[CH2:17][C:16]([C:22]3[CH:27]=[C:26]([Cl:28])[CH:25]=[C:24]([Cl:29])[CH:23]=3)([C:18]([F:19])([F:20])[F:21])[O:15][N:14]=2)=[CH:9][C:8]=1[O:30][CH3:31])[CH3:42]. (7) Given the reactants [Na].Cl[C:3]1[S:4][CH:5]=[CH:6][C:7]=1[CH:8]=O.[N:10]([CH2:13][C:14]([O:16][CH3:17])=[O:15])=[N+]=[N-].[Cl-:18].[NH4+], predict the reaction product. The product is: [Cl:18][C:5]1[S:4][C:3]2[NH:10][C:13]([C:14]([O:16][CH3:17])=[O:15])=[CH:8][C:7]=2[CH:6]=1. (8) The product is: [Br:1][C:2]1[CH:10]=[CH:9][C:5]([C:6]([NH:14][NH2:15])=[O:7])=[C:4]([O:11][CH3:12])[CH:3]=1. Given the reactants [Br:1][C:2]1[CH:10]=[CH:9][C:5]([C:6](O)=[O:7])=[C:4]([O:11][CH3:12])[CH:3]=1.O.[NH2:14][NH2:15], predict the reaction product.